The task is: Regression. Given two drug SMILES strings and cell line genomic features, predict the synergy score measuring deviation from expected non-interaction effect.. This data is from NCI-60 drug combinations with 297,098 pairs across 59 cell lines. Drug 1: CC1=CC=C(C=C1)C2=CC(=NN2C3=CC=C(C=C3)S(=O)(=O)N)C(F)(F)F. Drug 2: C1=CC=C(C=C1)NC(=O)CCCCCCC(=O)NO. Cell line: OVCAR-5. Synergy scores: CSS=23.7, Synergy_ZIP=-10.4, Synergy_Bliss=-3.44, Synergy_Loewe=-13.6, Synergy_HSA=-4.10.